Dataset: Forward reaction prediction with 1.9M reactions from USPTO patents (1976-2016). Task: Predict the product of the given reaction. (1) Given the reactants [OH-].[Na+].[CH2:3]([NH:10][C:11](=[O:39])[N:12]([C:14]1[CH:15]=[C:16]([C:20]2[CH:25]=[CH:24][C:23]([CH2:26][CH2:27][C:28]([O:30]C)=[O:29])=[CH:22][C:21]=2[O:32][CH2:33][CH2:34][C:35]([F:38])([F:37])[F:36])[CH:17]=[CH:18][CH:19]=1)[CH3:13])[CH2:4][CH2:5][CH2:6][CH2:7][CH2:8][CH3:9], predict the reaction product. The product is: [CH2:3]([NH:10][C:11](=[O:39])[N:12]([C:14]1[CH:15]=[C:16]([C:20]2[CH:25]=[CH:24][C:23]([CH2:26][CH2:27][C:28]([OH:30])=[O:29])=[CH:22][C:21]=2[O:32][CH2:33][CH2:34][C:35]([F:37])([F:38])[F:36])[CH:17]=[CH:18][CH:19]=1)[CH3:13])[CH2:4][CH2:5][CH2:6][CH2:7][CH2:8][CH3:9]. (2) Given the reactants [OH:1][CH2:2][C:3]1[CH:8]=[CH:7][C:6](B(O)O)=[CH:5][CH:4]=1.Br[C:13]1[N:18]2[N:19]=[C:20]([NH:22][C:23]([CH:25]3[CH2:27][CH2:26]3)=[O:24])[N:21]=[C:17]2[CH:16]=[CH:15][CH:14]=1.C([O-])([O-])=O.[K+].[K+].O, predict the reaction product. The product is: [OH:1][CH2:2][C:3]1[CH:8]=[CH:7][C:6]([C:13]2[N:18]3[N:19]=[C:20]([NH:22][C:23]([CH:25]4[CH2:26][CH2:27]4)=[O:24])[N:21]=[C:17]3[CH:16]=[CH:15][CH:14]=2)=[CH:5][CH:4]=1. (3) Given the reactants BrC[C:3]1[CH:12]=[CH:11][CH:10]=[CH:9][C:4]=1[C:5]([O:7][CH3:8])=[O:6].[C:13](=[O:16])([O-])[O-].[K+].[K+].[CH3:19]N(C)C=O.[CH3:24][C:25]1O[C:28]([C:30]2[CH:35]=[CH:34][CH:33]=[CH:32][CH:31]=2)=[N:27][C:26]=1[CH2:36][O:37][C:38]1[CH:58]=[CH:57][C:41]([CH2:42][N:43]2[C:55]3[CH:54]=[CH:53][CH:52]=[C:51](O)[C:50]=3[C:49]3[C:44]2=[CH:45][CH:46]=[CH:47][CH:48]=3)=[CH:40][C:39]=1[O:59][CH3:60].[OH2:61], predict the reaction product. The product is: [CH3:24][C:25]1[O:61][C:28]([C:30]2[CH:35]=[CH:34][CH:33]=[CH:32][CH:31]=2)=[N:27][C:26]=1[CH2:36][O:37][C:38]1[CH:58]=[CH:57][C:41]([CH2:42][N:43]2[C:44]3[CH:45]=[CH:46][CH:47]=[CH:48][C:49]=3[C:50]3[C:55]2=[CH:54][CH:53]=[CH:52][C:51]=3[O:16][CH2:13][C:11]2[CH:12]=[CH:3][C:4]([C:5]([O:7][CH2:8][CH3:19])=[O:6])=[CH:9][CH:10]=2)=[CH:40][C:39]=1[O:59][CH3:60]. (4) Given the reactants CCCCCCCCCCCCCCCC([O:18][C@@H:19]1[CH2:24][C:23]([CH3:25])=[C:22](/[CH:26]=[CH:27]/[C:28](/[CH3:74])=[CH:29]/[CH:30]=[CH:31]/[C:32](/[CH3:73])=[CH:33]/[CH:34]=[CH:35]/[CH:36]=[C:37](\[CH3:72])/[CH:38]=[CH:39]/[CH:40]=[C:41](\[CH3:71])/[CH:42]=[CH:43]/[C:44]2[C:49]([CH3:51])([CH3:50])[CH2:48][C@H:47]([O:52]C(CCCCCCCCCCCCCCC)=O)[CH2:46][C:45]=2[CH3:70])[C:21]([CH3:76])([CH3:75])[CH2:20]1)=O, predict the reaction product. The product is: [CH3:70][C:45]1[CH2:46][C@@H:47]([OH:52])[CH2:48][C:49]([CH3:50])([CH3:51])[C:44]=1/[CH:43]=[CH:42]/[C:41](/[CH3:71])=[CH:40]/[CH:39]=[CH:38]/[C:37](/[CH3:72])=[CH:36]/[CH:35]=[CH:34]/[CH:33]=[C:32](\[CH3:73])/[CH:31]=[CH:30]/[CH:29]=[C:28](\[CH3:74])/[CH:27]=[CH:26]/[C:22]1[C:21]([CH3:76])([CH3:75])[CH2:20][C@H:19]([OH:18])[CH2:24][C:23]=1[CH3:25].